This data is from Forward reaction prediction with 1.9M reactions from USPTO patents (1976-2016). The task is: Predict the product of the given reaction. (1) Given the reactants [C:1]1([O:7][C:8](=[O:16])[C:9]2[CH:14]=[CH:13][C:12]([OH:15])=[CH:11][CH:10]=2)[CH:6]=[CH:5][CH:4]=[CH:3][CH:2]=1.[CH2:17](Br)[C:18]1[CH:23]=[CH:22][CH:21]=[CH:20][CH:19]=1.C([O-])([O-])=O.[K+].[K+], predict the reaction product. The product is: [CH2:17]([O:15][C:12]1[CH:11]=[CH:10][C:9]([C:8]([O:7][C:1]2[CH:2]=[CH:3][CH:4]=[CH:5][CH:6]=2)=[O:16])=[CH:14][CH:13]=1)[C:18]1[CH:23]=[CH:22][CH:21]=[CH:20][CH:19]=1. (2) Given the reactants [Cl:1][C:2]1[CH:3]=[C:4]([CH:7]=[C:8]([O:11]C)[C:9]=1[OH:10])[CH:5]=[O:6].B(Br)(Br)Br, predict the reaction product. The product is: [Cl:1][C:2]1[CH:3]=[C:4]([CH:7]=[C:8]([OH:11])[C:9]=1[OH:10])[CH:5]=[O:6]. (3) Given the reactants [Br:1][C:2]1[CH:3]=[CH:4][C:5]2[C:6]([CH3:17])([CH3:16])[C:7]3[C:12]([C:13]=2[CH:14]=1)=[CH:11][C:10](Br)=[CH:9][CH:8]=3.[N+:18]([C:21]1[CH:26]=[CH:25][CH:24]=[CH:23][C:22]=1B(O)O)([O-:20])=[O:19].C([O-])([O-])=O.[Na+].[Na+].CCO, predict the reaction product. The product is: [Br:1][C:2]1[CH:3]=[CH:4][C:5]2[C:6]([CH3:17])([CH3:16])[C:7]3[C:12]([C:13]=2[CH:14]=1)=[CH:11][C:10]([C:22]1[CH:23]=[CH:24][CH:25]=[CH:26][C:21]=1[N+:18]([O-:20])=[O:19])=[CH:9][CH:8]=3. (4) Given the reactants O=[C:2]([CH3:15])[CH:3]([C:9]1[CH:14]=[CH:13][CH:12]=[CH:11][CH:10]=1)[C:4]([O:6]CC)=O.Cl.[C:17](=[NH:22])([NH2:21])[CH2:18][CH2:19][CH3:20].N12CCCN=C1CCCCC2.C(OCC)(=O)C, predict the reaction product. The product is: [CH3:15][C:2]1[N:21]=[C:17]([CH2:18][CH2:19][CH3:20])[NH:22][C:4](=[O:6])[C:3]=1[C:9]1[CH:10]=[CH:11][CH:12]=[CH:13][CH:14]=1. (5) Given the reactants [C:1]([O:5][C:6]([N:8]1[CH2:13][CH2:12][C:11]([CH2:26][CH2:27]O)([C:14]2[NH:18][N:17]=[C:16]([CH2:19][C:20]3[CH:25]=[CH:24][CH:23]=[CH:22][CH:21]=3)[CH:15]=2)[CH2:10][CH2:9]1)=[O:7])([CH3:4])([CH3:3])[CH3:2].C1(P(C2C=CC=CC=2)C2C=CC=CC=2)C=CC=CC=1.CCOC(/N=N/C(OCC)=O)=O, predict the reaction product. The product is: [C:1]([O:5][C:6]([N:8]1[CH2:9][CH2:10][C:11]2([C:14]3[N:18]([N:17]=[C:16]([CH2:19][C:20]4[CH:21]=[CH:22][CH:23]=[CH:24][CH:25]=4)[CH:15]=3)[CH2:27][CH2:26]2)[CH2:12][CH2:13]1)=[O:7])([CH3:4])([CH3:2])[CH3:3]. (6) Given the reactants N#N.[Br:3][C:4]1[CH:9]=[CH:8][C:7]([CH2:10][C@@H:11]([NH:15][C:16]([O:18][C:19]([CH3:22])([CH3:21])[CH3:20])=[O:17])[C:12](O)=O)=[CH:6][CH:5]=1.C(N1CCOCC1)C.CN(C(ON1N=NC2C=CC=CC1=2)=[N+](C)C)C.[B-](F)(F)(F)F.[Cl:53][C:54]1[CH:55]=[C:56]([NH2:61])[C:57]([NH2:60])=[CH:58][CH:59]=1, predict the reaction product. The product is: [Br:3][C:4]1[CH:9]=[CH:8][C:7]([CH2:10][C@@H:11]([NH:15][C:16](=[O:17])[O:18][C:19]([CH3:22])([CH3:21])[CH3:20])[C:12]2[NH:60][C:57]3[CH:58]=[CH:59][C:54]([Cl:53])=[CH:55][C:56]=3[N:61]=2)=[CH:6][CH:5]=1. (7) Given the reactants [NH2:1][CH:2]1[CH2:7][CH2:6][CH:5]([OH:8])[C:4]([CH3:10])([CH3:9])[CH2:3]1.C(=O)([O-])[O-].[Na+].[Na+].Cl[C:18]([O:20][CH2:21][C:22]1[CH:27]=[CH:26][CH:25]=[CH:24][CH:23]=1)=[O:19].ClCCl, predict the reaction product. The product is: [OH:8][CH:5]1[CH2:6][CH2:7][CH:2]([NH:1][C:18](=[O:19])[O:20][CH2:21][C:22]2[CH:27]=[CH:26][CH:25]=[CH:24][CH:23]=2)[CH2:3][C:4]1([CH3:10])[CH3:9].